From a dataset of Catalyst prediction with 721,799 reactions and 888 catalyst types from USPTO. Predict which catalyst facilitates the given reaction. (1) Reactant: [C:1]([OH:10])(=[O:9])[CH:2]([CH:4]([C:6]([OH:8])=[O:7])[OH:5])[OH:3].[CH3:11][CH2:12][CH:13]([O:16][C@H:17]1[C@H:22]([NH:23][C:24]([CH3:26])=[O:25])[C@@H:21]([NH2:27])[CH2:20][C:19]([C:28]([O:30][CH2:31][CH3:32])=[O:29])=[CH:18]1)[CH2:14][CH3:15]. Product: [CH3:15][CH2:14][CH:13]([O:16][C@H:17]1[C@H:22]([NH:23][C:24]([CH3:26])=[O:25])[C@@H:21]([NH2:27])[CH2:20][C:19]([C:28]([O:30][CH2:31][CH3:32])=[O:29])=[CH:18]1)[CH2:12][CH3:11].[CH:2]([OH:3])([C:1]([OH:10])=[O:9])[CH:4]([OH:5])[C:6]([OH:8])=[O:7]. The catalyst class is: 13. (2) Reactant: [N:1]1[C:10]2[C:5](=[CH:6][CH:7]=[CH:8][CH:9]=2)[CH:4]=[CH:3][C:2]=1[CH2:11][O:12][C:13]1[CH:18]=[CH:17][C:16]([NH:19][NH2:20])=[CH:15][CH:14]=1.CN([CH:24]=[N:25][C:26](=O)[C:27]1[CH:32]=[CH:31][N:30]=[CH:29][CH:28]=1)C. Product: [N:30]1[CH:31]=[CH:32][C:27]([C:26]2[N:19]([C:16]3[CH:15]=[CH:14][C:13]([O:12][CH2:11][C:2]4[CH:3]=[CH:4][C:5]5[C:10](=[CH:9][CH:8]=[CH:7][CH:6]=5)[N:1]=4)=[CH:18][CH:17]=3)[N:20]=[CH:24][N:25]=2)=[CH:28][CH:29]=1. The catalyst class is: 130. (3) Product: [CH2:3]([O:10][C:12]1[CH:27]=[CH:26][C:15]([C:16]([O:18][CH2:19][C:20]2[CH:21]=[CH:22][CH:23]=[CH:24][CH:25]=2)=[O:17])=[CH:14][N:13]=1)[C:4]1[CH:9]=[CH:8][CH:7]=[CH:6][CH:5]=1. Reactant: [H-].[Na+].[CH2:3]([OH:10])[C:4]1[CH:9]=[CH:8][CH:7]=[CH:6][CH:5]=1.Cl[C:12]1[CH:27]=[CH:26][C:15]([C:16]([O:18][CH2:19][C:20]2[CH:25]=[CH:24][CH:23]=[CH:22][CH:21]=2)=[O:17])=[CH:14][N:13]=1. The catalyst class is: 683.